This data is from Forward reaction prediction with 1.9M reactions from USPTO patents (1976-2016). The task is: Predict the product of the given reaction. (1) Given the reactants [OH:1][CH2:2][C:3]([C@H:5]([C@@H:7]([C@@H:9]([CH2:11][OH:12])[OH:10])O)[OH:6])=O.[CH3:13][OH:14].O.S(=O)(=O)(O)[OH:17], predict the reaction product. The product is: [OH:1][CH2:2][C:3]1[O:10][C:9]([CH:11]=[O:12])=[CH:7][CH:5]=1.[CH3:13][O:12][CH2:11][C:9]1[O:10][C:3]([CH:2]=[O:1])=[CH:5][CH:7]=1.[CH3:13][O:14][C:11](=[O:12])[CH2:9][CH2:7][C:5]([CH3:3])=[O:6].[C:11]([OH:12])(=[O:17])[CH2:9][CH2:7][C:5]([CH3:3])=[O:6]. (2) Given the reactants [Cl:1][C:2]1[CH:3]=[CH:4][C:5]([NH:8][C:9](=[O:29])[C:10]2[CH:15]=[C:14](I)[CH:13]=[CH:12][C:11]=2[NH:17][C:18]([CH:20]2[CH2:25][CH2:24][N:23]([CH:26]([CH3:28])[CH3:27])[CH2:22][CH2:21]2)=[O:19])=[N:6][CH:7]=1.[CH3:30][N:31](C)C=O, predict the reaction product. The product is: [Cl:1][C:2]1[CH:3]=[CH:4][C:5]([NH:8][C:9](=[O:29])[C:10]2[CH:15]=[C:14]([C:30]#[N:31])[CH:13]=[CH:12][C:11]=2[NH:17][C:18]([CH:20]2[CH2:25][CH2:24][N:23]([CH:26]([CH3:28])[CH3:27])[CH2:22][CH2:21]2)=[O:19])=[N:6][CH:7]=1. (3) Given the reactants [Br:1][CH:2]([CH3:6])C(O)=O.C1CCC(N=[C:14]=[N:15][CH:16]2[CH2:21][CH2:20][CH2:19][CH2:18][CH2:17]2)CC1.N[AsH:23](=[O:30])C1C=CC=CC=1.Cl.CC[O:34]CC, predict the reaction product. The product is: [Br:1][CH2:2][CH2:6][C:14]([NH:15][C:16]1[CH:17]=[CH:18][C:19]([AsH2:23]=[O:30])=[CH:20][CH:21]=1)=[O:34]. (4) The product is: [OH:19][C:14]1[CH:15]=[CH:16][CH:17]=[CH:18][C:13]=1[N:7]1[CH2:12][CH2:11][N:10]([C:2]([O:4][CH2:5][CH3:6])=[O:3])[CH2:9][CH2:8]1. Given the reactants Cl[C:2]([O:4][CH2:5][CH3:6])=[O:3].[N:7]1([C:13]2[CH:18]=[CH:17][CH:16]=[CH:15][C:14]=2[OH:19])[CH2:12][CH2:11][NH:10][CH2:9][CH2:8]1, predict the reaction product. (5) Given the reactants C(OC([C:6]1C=C(C#N)C=C(C)[N:7]=1)=O)C.[F:15][C:16]1[CH:17]=[CH:18][C:19]([NH:22][C:23]([C:25]2[CH:30]=[C:29](Br)[CH:28]=[C:27]([CH2:32][CH3:33])[N:26]=2)=[O:24])=[N:20][CH:21]=1, predict the reaction product. The product is: [F:15][C:16]1[CH:17]=[CH:18][C:19]([NH:22][C:23]([C:25]2[CH:30]=[C:29]([C:6]#[N:7])[CH:28]=[C:27]([CH2:32][CH3:33])[N:26]=2)=[O:24])=[N:20][CH:21]=1. (6) Given the reactants [OH:1][C:2]1[C:11]2[C:6](=[C:7]([C:12]([OH:14])=[O:13])[CH:8]=[CH:9][CH:10]=2)[N:5]=[CH:4][N:3]=1.CO.OS(O)(=O)=O.[C:22]([O-])(O)=O.[Na+], predict the reaction product. The product is: [OH:1][C:2]1[C:11]2[C:6](=[C:7]([C:12]([O:14][CH3:22])=[O:13])[CH:8]=[CH:9][CH:10]=2)[N:5]=[CH:4][N:3]=1. (7) Given the reactants [Cl:1][C:2]1[CH:3]=[C:4]2[C:9](=[CH:10][C:11]=1[C:12]([N:14]1[CH2:18][CH2:17][CH2:16][CH2:15]1)=[O:13])[N:8]=[CH:7][N:6]=[C:5]2[NH:19][CH:20]([C:26]1[N:30](C(OC(C)(C)C)=O)[C:29]2[CH:38]=[CH:39][C:40]([Cl:42])=[CH:41][C:28]=2[N:27]=1)[CH2:21][CH2:22][C:23]([OH:25])=O.[CH:43]1([CH2:46][NH:47][CH3:48])[CH2:45][CH2:44]1.CN(C(ON1N=NC2C=CC=CC1=2)=[N+](C)C)C.[B-](F)(F)(F)F.FC(F)(F)C(O)=O, predict the reaction product. The product is: [Cl:1][C:2]1[CH:3]=[C:4]2[C:9](=[CH:10][C:11]=1[C:12]([N:14]1[CH2:18][CH2:17][CH2:16][CH2:15]1)=[O:13])[N:8]=[CH:7][N:6]=[C:5]2[NH:19][CH:20]([C:26]1[NH:30][C:29]2[CH:38]=[CH:39][C:40]([Cl:42])=[CH:41][C:28]=2[N:27]=1)[CH2:21][CH2:22][C:23]([N:47]([CH2:46][CH:43]1[CH2:45][CH2:44]1)[CH3:48])=[O:25].